Task: Predict the product of the given reaction.. Dataset: Forward reaction prediction with 1.9M reactions from USPTO patents (1976-2016) (1) Given the reactants [ClH:1].[CH2:2]([N:9]([CH2:30][CH2:31][O:32][Si](C(C)(C)C)(C)C)[C:10]1[N:15]=[C:14]2[NH:16][CH:17]=[C:18]([C:19]3[NH:23][N:22]=[CH:21][C:20]=3[C:24]3[CH:29]=[CH:28][CH:27]=[CH:26][CH:25]=3)[C:13]2=[CH:12][CH:11]=1)[C:3]1[CH:8]=[CH:7][CH:6]=[CH:5][CH:4]=1, predict the reaction product. The product is: [ClH:1].[ClH:1].[CH2:2]([N:9]([C:10]1[N:15]=[C:14]2[NH:16][CH:17]=[C:18]([C:19]3[NH:23][N:22]=[CH:21][C:20]=3[C:24]3[CH:29]=[CH:28][CH:27]=[CH:26][CH:25]=3)[C:13]2=[CH:12][CH:11]=1)[CH2:30][CH2:31][OH:32])[C:3]1[CH:4]=[CH:5][CH:6]=[CH:7][CH:8]=1. (2) Given the reactants [C:1]([O:5][C:6]([NH:8][C:9]1[S:10][C:11](C(O)=O)=[CH:12][N:13]=1)=[O:7])([CH3:4])([CH3:3])[CH3:2].[B-](F)(F)(F)[F:18].[B-](F)(F)(F)F.C1[N+]2(CCl)CC[N+](F)(CC2)C1.P([O-])([O-])([O-])=O.[K+].[K+].[K+], predict the reaction product. The product is: [F:18][C:11]1[S:10][C:9]([NH:8][C:6](=[O:7])[O:5][C:1]([CH3:4])([CH3:3])[CH3:2])=[N:13][CH:12]=1. (3) Given the reactants [C:1]([O:5][C:6]([N:8]1[CH2:14][CH2:13][C:12]2[CH:15]=[C:16]([NH2:19])[CH:17]=[CH:18][C:11]=2[CH:10](Cl)[CH2:9]1)=[O:7])([CH3:4])([CH3:3])[CH3:2].[Br:21][C:22]1[CH:27]=[CH:26][C:25]([S:28](Cl)(=[O:30])=[O:29])=[C:24]([O:32][C:33]([F:36])([F:35])[F:34])[CH:23]=1.O.[Cl:38]CCl, predict the reaction product. The product is: [C:1]([O:5][C:6]([N:8]1[CH2:14][CH2:13][C:12]2[C:15]([Cl:38])=[C:16]([NH:19][S:28]([C:25]3[CH:26]=[CH:27][C:22]([Br:21])=[CH:23][C:24]=3[O:32][C:33]([F:34])([F:35])[F:36])(=[O:30])=[O:29])[CH:17]=[CH:18][C:11]=2[CH2:10][CH2:9]1)=[O:7])([CH3:4])([CH3:3])[CH3:2]. (4) Given the reactants [C:1]([O:5][C:6]([N:8]1[CH2:13][CH2:12][CH:11]([CH:14]2[O:23][C:17]3=[CH:18][N:19]=[C:20](Cl)[CH:21]=[C:16]3[CH2:15]2)[CH2:10][CH2:9]1)=[O:7])([CH3:4])([CH3:3])[CH3:2].[F:24][C:25]1[CH:30]=[C:29]([CH2:31][S:32]([CH3:35])(=[O:34])=[O:33])[CH:28]=[CH:27][C:26]=1B(O)O, predict the reaction product. The product is: [C:1]([O:5][C:6]([N:8]1[CH2:13][CH2:12][CH:11]([CH:14]2[O:23][C:17]3=[CH:18][N:19]=[C:20]([C:26]4[CH:27]=[CH:28][C:29]([CH2:31][S:32]([CH3:35])(=[O:34])=[O:33])=[CH:30][C:25]=4[F:24])[CH:21]=[C:16]3[CH2:15]2)[CH2:10][CH2:9]1)=[O:7])([CH3:4])([CH3:3])[CH3:2]. (5) Given the reactants [F:1][C:2]([F:9])([F:8])[CH2:3][CH2:4][C:5](O)=[O:6].C(Cl)(=O)C(Cl)=O.[Br:16][C:17]1[CH:22]=[CH:21][CH:20]=[CH:19][CH:18]=1.[Cl-].[Al+3].[Cl-].[Cl-], predict the reaction product. The product is: [Br:16][C:17]1[CH:22]=[CH:21][C:20]([CH:5]([OH:6])[CH2:4][CH2:3][C:2]([F:9])([F:8])[F:1])=[CH:19][CH:18]=1. (6) The product is: [Cl:1][C:2]1[C:11]2[C:6](=[CH:7][CH:8]=[C:9]([O:12][CH:17]3[CH2:16][CH2:15][CH2:14][CH2:19][O:18]3)[CH:10]=2)[N:5]=[C:4]([CH3:13])[CH:3]=1. Given the reactants [Cl:1][C:2]1[C:11]2[C:6](=[CH:7][CH:8]=[C:9]([OH:12])[CH:10]=2)[N:5]=[C:4]([CH3:13])[CH:3]=1.[CH2:14]1[CH2:19][O:18][CH:17]=[CH:16][CH2:15]1.CC1C=CC(S(O)(=O)=O)=CC=1, predict the reaction product. (7) Given the reactants [Br:1]N1C(=O)CCC1=O.[CH3:9][C@@H:10]([NH:14][C:15]1[N:23]=[C:22]2[C:18]([N:19]=[CH:20][N:21]2[CH:24]2[CH2:29][CH2:28][CH2:27][CH2:26][O:25]2)=[C:17]([NH2:30])[N:16]=1)[CH2:11][CH2:12][CH3:13].O, predict the reaction product. The product is: [Br:1][C:20]1[N:21]([CH:24]2[CH2:29][CH2:28][CH2:27][CH2:26][O:25]2)[C:22]2[C:18]([N:19]=1)=[C:17]([NH2:30])[N:16]=[C:15]([NH:14][C@H:10]([CH3:9])[CH2:11][CH2:12][CH3:13])[N:23]=2. (8) Given the reactants [Cl:1][C:2]1[C:3](F)=[C:4]2[C:10]([NH2:11])=[CH:9][NH:8][C:5]2=[N:6][CH:7]=1.[NH:13]1[CH2:18][CH2:17][CH2:16][C@@H:15]([NH:19][C:20](=[O:26])[O:21][C:22]([CH3:25])([CH3:24])[CH3:23])[CH2:14]1.C(N(C(C)C)C(C)C)C, predict the reaction product. The product is: [NH2:11][C:10]1[C:4]2[C:5](=[N:6][CH:7]=[C:2]([Cl:1])[C:3]=2[N:13]2[CH2:18][CH2:17][CH2:16][C@@H:15]([NH:19][C:20](=[O:26])[O:21][C:22]([CH3:24])([CH3:23])[CH3:25])[CH2:14]2)[NH:8][CH:9]=1. (9) Given the reactants [Cl:1][C:2]1[CH:7]=[CH:6][C:5]([OH:8])=[C:4]([CH3:9])[CH:3]=1.[N+:10]([O-])([OH:12])=[O:11].O, predict the reaction product. The product is: [Cl:1][C:2]1[CH:7]=[C:6]([N+:10]([O-:12])=[O:11])[C:5]([OH:8])=[C:4]([CH3:9])[CH:3]=1. (10) Given the reactants [F:1][C:2]1[CH:17]=[CH:16][C:5]2[N:6]=[C:7]([C:9]3[C:10]([NH2:15])=[N:11][CH:12]=[CH:13][N:14]=3)[O:8][C:4]=2[CH:3]=1.CN(C=O)C.C1C(=O)N([Br:30])C(=O)C1, predict the reaction product. The product is: [Br:30][C:13]1[N:14]=[C:9]([C:7]2[O:8][C:4]3[CH:3]=[C:2]([F:1])[CH:17]=[CH:16][C:5]=3[N:6]=2)[C:10]([NH2:15])=[N:11][CH:12]=1.